Dataset: Catalyst prediction with 721,799 reactions and 888 catalyst types from USPTO. Task: Predict which catalyst facilitates the given reaction. Product: [NH2:31][C:30]1[C:27]2[C:26](=[CH:25][C:24]([C:21]3[CH:20]=[CH:19][C:18]([C:13]4[N:12]([CH2:11][C@@H:8]5[CH2:9][CH2:10][N:6]([C:4]([CH:1]6[CH2:3][CH2:2]6)=[O:5])[CH2:7]5)[C:16](=[O:17])[NH:15][N:14]=4)=[CH:23][CH:22]=3)=[CH:29][CH:28]=2)[NH:34][N:33]=1. Reactant: [CH:1]1([C:4]([N:6]2[CH2:10][CH2:9][C@@H:8]([CH2:11][N:12]3[C:16](=[O:17])[NH:15][N:14]=[C:13]3[C:18]3[CH:23]=[CH:22][C:21]([C:24]4[CH:29]=[CH:28][C:27]([C:30]#[N:31])=[C:26](F)[CH:25]=4)=[CH:20][CH:19]=3)[CH2:7]2)=[O:5])[CH2:3][CH2:2]1.[NH2:33][NH2:34]. The catalyst class is: 14.